This data is from Full USPTO retrosynthesis dataset with 1.9M reactions from patents (1976-2016). The task is: Predict the reactants needed to synthesize the given product. (1) Given the product [CH2:18]([O:22][C:23]1[CH:28]=[CH:27][C:26]([S:29]([N:4]2[C@@H:3]([C:7]([OH:9])=[O:8])[C:2]([CH3:10])([CH3:1])[S:6][CH2:5]2)(=[O:31])=[O:30])=[CH:25][CH:24]=1)[C:19]#[C:20][CH3:21], predict the reactants needed to synthesize it. The reactants are: [CH3:1][C:2]1([CH3:10])[S:6][CH2:5][NH:4][CH:3]1[C:7]([OH:9])=[O:8].C(N(CC)CC)C.[C:18]([O:22][C:23]1[CH:28]=[CH:27][C:26]([S:29](Cl)(=[O:31])=[O:30])=[CH:25][CH:24]=1)#[C:19][CH2:20][CH3:21]. (2) The reactants are: [CH2:1]([O:3][P:4]([C:9]([C:12]1[CH:17]=[CH:16][C:15]([CH2:18][NH:19][S:20]([C:23]2[CH:28]=[CH:27][CH:26]=[CH:25][CH:24]=2)(=[O:22])=[O:21])=[CH:14][CH:13]=1)([F:11])[F:10])(=[O:8])[O:5][CH2:6][CH3:7])[CH3:2].[H-].[Na+].[CH2:31]([O:33][P:34]([C:39]([C:42]1[CH:47]=[CH:46][C:45]([CH2:48]Br)=[CH:44][C:43]=1[Br:50])([F:41])[F:40])(=[O:38])[O:35][CH2:36][CH3:37])[CH3:32]. Given the product [CH2:31]([O:33][P:34]([C:39]([C:42]1[CH:47]=[CH:46][C:45]([CH2:48][N:19]([S:20]([C:23]2[CH:24]=[CH:25][CH:26]=[CH:27][CH:28]=2)(=[O:22])=[O:21])[CH2:18][C:15]2[CH:16]=[CH:17][C:12]([C:9]([P:4]([O:5][CH2:6][CH3:7])([O:3][CH2:1][CH3:2])=[O:8])([F:10])[F:11])=[CH:13][CH:14]=2)=[CH:44][C:43]=1[Br:50])([F:41])[F:40])(=[O:38])[O:35][CH2:36][CH3:37])[CH3:32], predict the reactants needed to synthesize it. (3) The reactants are: ClC1C=C2C(C=CC(C)=N2)=CC=1O.C[O:15][C:16]1[CH:17]=[C:18]2[C:23](=[CH:24][C:25]=1[CH3:26])[N:22]=[CH:21][CH:20]=[CH:19]2. Given the product [CH3:26][C:25]1[CH:24]=[C:23]2[C:18]([CH:19]=[CH:20][CH:21]=[N:22]2)=[CH:17][C:16]=1[OH:15], predict the reactants needed to synthesize it. (4) Given the product [C:21]([CH:20]([NH:19][C:10]([C:7]1[CH:6]=[C:5]([O:13][CH2:14][C:15]([F:18])([F:17])[F:16])[C:4]([CH:1]2[CH2:2][CH2:3]2)=[CH:9][N:8]=1)=[O:12])[C:23]([CH3:26])([CH3:25])[CH3:24])#[N:22], predict the reactants needed to synthesize it. The reactants are: [CH:1]1([C:4]2[C:5]([O:13][CH2:14][C:15]([F:18])([F:17])[F:16])=[CH:6][C:7]([C:10]([OH:12])=O)=[N:8][CH:9]=2)[CH2:3][CH2:2]1.[NH2:19][CH:20]([C:23]([CH3:26])([CH3:25])[CH3:24])[C:21]#[N:22]. (5) Given the product [Cl:1][C:2]1[CH:3]=[C:4]2[C:8](=[C:9]([NH:11][CH:12]3[CH2:17][CH2:16][O:15][CH2:14][CH2:13]3)[CH:10]=1)[NH:7][C:6]([C:18]1[S:19][CH2:20][C@@H:21]([CH2:23][CH2:24][N:25]3[CH2:30][CH2:29][N:28]([C:37](=[O:38])[CH2:36][N:31]4[CH:35]=[N:34][N:33]=[N:32]4)[CH2:27][CH2:26]3)[N:22]=1)=[CH:5]2, predict the reactants needed to synthesize it. The reactants are: [Cl:1][C:2]1[CH:3]=[C:4]2[C:8](=[C:9]([NH:11][CH:12]3[CH2:17][CH2:16][O:15][CH2:14][CH2:13]3)[CH:10]=1)[NH:7][C:6]([C:18]1[S:19][CH2:20][C@@H:21]([CH2:23][CH2:24][N:25]3[CH2:30][CH2:29][NH:28][CH2:27][CH2:26]3)[N:22]=1)=[CH:5]2.[N:31]1([CH2:36][C:37](O)=[O:38])[CH:35]=[N:34][N:33]=[N:32]1. (6) Given the product [Br:11][C:8]1[CH:7]=[C:3]2[C:2](=[CH:10][CH:9]=1)[N:1]=[C:16]([CH2:15][CH3:25])[N:13]([CH3:12])[C:4]2=[O:6], predict the reactants needed to synthesize it. The reactants are: [NH2:1][C:2]1[CH:10]=[CH:9][C:8]([Br:11])=[CH:7][C:3]=1[C:4]([OH:6])=O.[CH3:12][NH2:13].O.[C:15]1([CH3:25])C=CC(S(O)(=O)=O)=C[CH:16]=1.C(OCC)(OCC)(OCC)CC.